This data is from Forward reaction prediction with 1.9M reactions from USPTO patents (1976-2016). The task is: Predict the product of the given reaction. Given the reactants [C:14]1(P([C:14]2[CH:19]=[CH:18][CH:17]=[CH:16][CH:15]=2)[C:14]2[CH:19]=[CH:18][CH:17]=[CH:16][CH:15]=2)[CH:19]=[CH:18][CH:17]=[CH:16][CH:15]=1.[S:20]([Cl:24])(Cl)(=[O:22])=[O:21].C(S(O)(=O)=O)=C.[Cl:31][C:32]1[S:33]C=CC=1, predict the reaction product. The product is: [Cl:31][C:32]1[S:33][C:17](/[CH:18]=[C:19](/[S:20]([Cl:24])(=[O:22])=[O:21])\[CH3:14])=[CH:16][CH:15]=1.